From a dataset of Full USPTO retrosynthesis dataset with 1.9M reactions from patents (1976-2016). Predict the reactants needed to synthesize the given product. (1) Given the product [CH2:29]([O:17][C:15](=[O:16])[CH:14]([O:18][CH3:19])[CH2:13][C:10]1[CH:11]=[CH:12][C:7]([OH:6])=[C:8]([O:20][CH3:21])[CH:9]=1)[CH3:30], predict the reactants needed to synthesize it. The reactants are: C([Si](C)(C)[O:6][C:7]1[CH:12]=[CH:11][C:10]([CH2:13][CH:14]([O:18][CH3:19])[C:15]([OH:17])=[O:16])=[CH:9][C:8]=1[O:20][CH3:21])(C)(C)C.S(=O)(=O)(O)O.[CH2:29](O)[CH3:30]. (2) Given the product [Cl:1][C:2]1[CH:3]=[CH:4][C:5]2[O:10][CH:9]([C:11]([F:13])([F:12])[F:14])[C:8]([C:15]([OH:17])=[O:16])=[C:7]([CH:20]=[CH2:21])[C:6]=2[CH:22]=1, predict the reactants needed to synthesize it. The reactants are: [Cl:1][C:2]1[CH:3]=[CH:4][C:5]2[O:10][CH:9]([C:11]([F:14])([F:13])[F:12])[C:8]([C:15]([O:17]CC)=[O:16])=[C:7]([CH:20]=[CH2:21])[C:6]=2[CH:22]=1.[OH-].[Na+]. (3) Given the product [Cl:1][C:2]1[CH:3]=[CH:4][C:5]([CH2:8][CH2:9][N:10]2[C:14]3[N:15]=[C:16]([C:19]#[N:20])[N:17]=[CH:18][C:13]=3[CH:12]=[C:11]2[CH2:21][O:22][C:23]2[CH:31]=[CH:30][C:26]([C:27]([N:41]([CH2:42][CH2:43][CH3:44])[CH2:38][CH2:39][CH3:40])=[O:28])=[CH:25][C:24]=2[F:32])=[CH:6][CH:7]=1, predict the reactants needed to synthesize it. The reactants are: [Cl:1][C:2]1[CH:7]=[CH:6][C:5]([CH2:8][CH2:9][N:10]2[C:14]3[N:15]=[C:16]([C:19]#[N:20])[N:17]=[CH:18][C:13]=3[CH:12]=[C:11]2[CH2:21][O:22][C:23]2[CH:31]=[CH:30][C:26]([C:27](O)=[O:28])=[CH:25][C:24]=2[F:32])=[CH:4][CH:3]=1.O=P(Cl)(Cl)Cl.[CH2:38]([NH:41][CH2:42][CH2:43][CH3:44])[CH2:39][CH3:40]. (4) Given the product [CH2:1]([O:8][CH2:9][CH2:10][CH2:11][O:12][C:13]1[CH:14]=[CH:15][C:16]([CH:19]2[CH:24]([O:25][CH2:26][C:27]3[CH:36]=[CH:35][C:34]4[C:29](=[CH:30][CH:31]=[CH:32][CH:33]=4)[CH:28]=3)[CH2:23][N:22]([C:37]([O:39][C:40]([CH3:42])([CH3:41])[CH3:43])=[O:38])[CH2:21][CH:20]2[CH2:44][O:45][S:46]([CH3:49])(=[O:48])=[O:47])=[CH:17][CH:18]=1)[C:2]1[CH:3]=[CH:4][CH:5]=[CH:6][CH:7]=1, predict the reactants needed to synthesize it. The reactants are: [CH2:1]([O:8][CH2:9][CH2:10][CH2:11][O:12][C:13]1[CH:18]=[CH:17][C:16]([CH:19]2[CH:24]([O:25][CH2:26][C:27]3[CH:36]=[CH:35][C:34]4[C:29](=[CH:30][CH:31]=[CH:32][CH:33]=4)[CH:28]=3)[CH2:23][N:22]([C:37]([O:39][C:40]([CH3:43])([CH3:42])[CH3:41])=[O:38])[CH2:21][CH:20]2[CH2:44][OH:45])=[CH:15][CH:14]=1)[C:2]1[CH:7]=[CH:6][CH:5]=[CH:4][CH:3]=1.[S:46](Cl)([CH3:49])(=[O:48])=[O:47]. (5) The reactants are: [C:1](Cl)(=[O:3])[CH3:2].[CH2:5]([O:7][C:8](=[O:39])[CH:9]([NH:23][C:24]([C:26]1([NH:31][C:32]([O:34][C:35]([CH3:38])([CH3:37])[CH3:36])=[O:33])[CH2:30][CH2:29][CH2:28][CH2:27]1)=[O:25])[CH2:10][C:11]1[CH:16]=[CH:15][C:14]([CH:17]2[CH2:22][CH2:21][CH2:20][NH:19][CH2:18]2)=[CH:13][CH:12]=1)[CH3:6].CCN(CC)CC. Given the product [CH2:5]([O:7][C:8](=[O:39])[CH:9]([NH:23][C:24]([C:26]1([NH:31][C:32]([O:34][C:35]([CH3:38])([CH3:37])[CH3:36])=[O:33])[CH2:27][CH2:28][CH2:29][CH2:30]1)=[O:25])[CH2:10][C:11]1[CH:12]=[CH:13][C:14]([CH:17]2[CH2:22][CH2:21][CH2:20][N:19]([C:1](=[O:3])[CH3:2])[CH2:18]2)=[CH:15][CH:16]=1)[CH3:6], predict the reactants needed to synthesize it. (6) Given the product [OH:12][CH:13]([CH:24]([CH3:26])[CH3:25])[C@@H:14]([NH:16][C:17](=[O:18])[O:19][C:20]([CH3:22])([CH3:21])[CH3:23])[CH3:15], predict the reactants needed to synthesize it. The reactants are: [OH-].[Li+].[N+](C1C=CC(C([O:12][CH:13]([CH:24]([CH3:26])[CH3:25])[C@@H:14]([NH:16][C:17]([O:19][C:20]([CH3:23])([CH3:22])[CH3:21])=[O:18])[CH3:15])=O)=CC=1)([O-])=O. (7) Given the product [O:1]([CH2:19][C@H:20]1[C@@H:27]2[C@@H:23]([O:24][CH:25]([OH:28])[CH2:26]2)[CH2:22][C@@H:21]1[F:29])[Si:2]([C:15]([CH3:16])([CH3:17])[CH3:18])([C:3]1[CH:4]=[CH:5][CH:6]=[CH:7][CH:8]=1)[C:9]1[CH:14]=[CH:13][CH:12]=[CH:11][CH:10]=1, predict the reactants needed to synthesize it. The reactants are: [O:1]([CH2:19][C@H:20]1[C@@H:27]2[C@@H:23]([O:24][C:25](=[O:28])[CH2:26]2)[CH2:22][C@@H:21]1[F:29])[Si:2]([C:15]([CH3:18])([CH3:17])[CH3:16])([C:9]1[CH:14]=[CH:13][CH:12]=[CH:11][CH:10]=1)[C:3]1[CH:8]=[CH:7][CH:6]=[CH:5][CH:4]=1.[H-].C([Al+]CC(C)C)C(C)C.CO.C([O-])(=O)C(C(C([O-])=O)O)O.[K+].[Na+]. (8) Given the product [Br:1][C:2]1[C:11]2[C:6](=[CH:7][CH:8]=[CH:9][CH:10]=2)[CH:5]=[C:4]([C:12]([O:14][CH2:15][CH3:16])=[O:13])[C:3]=1[O:17][CH2:19][CH2:20][S:21][CH3:22], predict the reactants needed to synthesize it. The reactants are: [Br:1][C:2]1[C:11]2[C:6](=[CH:7][CH:8]=[CH:9][CH:10]=2)[CH:5]=[C:4]([C:12]([O:14][CH2:15][CH3:16])=[O:13])[C:3]=1[OH:17].Cl[CH2:19][CH2:20][S:21][CH3:22]. (9) Given the product [CH2:3]([N:10]1[CH2:15][CH2:14][C:13]([N:22]([CH3:30])[C:23](=[O:29])[O:24][C:25]([CH3:26])([CH3:28])[CH3:27])([C:16]2[CH:21]=[CH:20][N:19]=[CH:18][CH:17]=2)[CH2:12][CH2:11]1)[C:4]1[CH:5]=[CH:6][CH:7]=[CH:8][CH:9]=1, predict the reactants needed to synthesize it. The reactants are: [H-].[Na+].[CH2:3]([N:10]1[CH2:15][CH2:14][C:13]([NH:22][C:23](=[O:29])[O:24][C:25]([CH3:28])([CH3:27])[CH3:26])([C:16]2[CH:21]=[CH:20][N:19]=[CH:18][CH:17]=2)[CH2:12][CH2:11]1)[C:4]1[CH:9]=[CH:8][CH:7]=[CH:6][CH:5]=1.[CH3:30]I. (10) Given the product [N:25]1[N:26]([C:30]2[CH:31]=[C:32]([NH:33][C:2]3[N:7]=[C:6]([NH:8][C@@H:9]4[CH2:14][CH2:13][CH2:12][CH2:11][C@@H:10]4[NH:15][C:16](=[O:22])[O:17][C:18]([CH3:21])([CH3:20])[CH3:19])[CH:5]=[N:4][C:3]=3[C:23]#[N:24])[CH:34]=[CH:35][CH:36]=2)[N:27]=[CH:28][CH:29]=1, predict the reactants needed to synthesize it. The reactants are: Cl[C:2]1[N:7]=[C:6]([NH:8][C@@H:9]2[CH2:14][CH2:13][CH2:12][CH2:11][C@@H:10]2[NH:15][C:16](=[O:22])[O:17][C:18]([CH3:21])([CH3:20])[CH3:19])[CH:5]=[N:4][C:3]=1[C:23]#[N:24].[N:25]1[N:26]([C:30]2[CH:31]=[C:32]([CH:34]=[CH:35][CH:36]=2)[NH2:33])[N:27]=[CH:28][CH:29]=1.C([O-])([O-])=O.[K+].[K+].